Dataset: Catalyst prediction with 721,799 reactions and 888 catalyst types from USPTO. Task: Predict which catalyst facilitates the given reaction. Reactant: [CH2:1]([N:3]1[C:7]2[N:8]=[C:9]([C:18]3[CH:23]=[CH:22][C:21]([NH:24][C:25]([NH:27][C:28]4[CH:36]=[CH:35][C:31]([C:32]([OH:34])=O)=[CH:30][CH:29]=4)=[O:26])=[CH:20][CH:19]=3)[N:10]=[C:11]([N:12]3[CH2:17][CH2:16][O:15][CH2:14][CH2:13]3)[C:6]=2[N:5]=[N:4]1)[CH3:2].[CH2:37]([CH2:39][NH2:40])[OH:38].CCN(CC)CC.C1C=CC2N(O)N=NC=2C=1.CCN=C=NCCCN(C)C. Product: [CH2:1]([N:3]1[C:7]2[N:8]=[C:9]([C:18]3[CH:19]=[CH:20][C:21]([NH:24][C:25]([NH:27][C:28]4[CH:36]=[CH:35][C:31]([C:32]([NH:40][CH2:39][CH2:37][OH:38])=[O:34])=[CH:30][CH:29]=4)=[O:26])=[CH:22][CH:23]=3)[N:10]=[C:11]([N:12]3[CH2:17][CH2:16][O:15][CH2:14][CH2:13]3)[C:6]=2[N:5]=[N:4]1)[CH3:2]. The catalyst class is: 1.